From a dataset of Catalyst prediction with 721,799 reactions and 888 catalyst types from USPTO. Predict which catalyst facilitates the given reaction. (1) Reactant: [NH2:1][C:2]1[N:3]=[C:4]([NH:17][CH:18]2[CH2:23][CH2:22][N:21]([S:24]([C:27]3[CH:32]=[CH:31][C:30]([C:33]#[C:34][CH2:35][N:36]([CH3:38])[CH3:37])=[CH:29][CH:28]=3)(=[O:26])=[O:25])[CH2:20][CH2:19]2)[S:5][C:6]=1[C:7]([C:9]1[C:14]([F:15])=[CH:13][CH:12]=[CH:11][C:10]=1[F:16])=[O:8]. Product: [NH2:1][C:2]1[N:3]=[C:4]([NH:17][CH:18]2[CH2:19][CH2:20][N:21]([S:24]([C:27]3[CH:28]=[CH:29][C:30]([CH2:33][CH2:34][CH2:35][N:36]([CH3:38])[CH3:37])=[CH:31][CH:32]=3)(=[O:25])=[O:26])[CH2:22][CH2:23]2)[S:5][C:6]=1[C:7]([C:9]1[C:14]([F:15])=[CH:13][CH:12]=[CH:11][C:10]=1[F:16])=[O:8]. The catalyst class is: 285. (2) Reactant: [CH3:1][C:2]1[CH:7]=[CH:6][C:5]([S:8]([NH:11][C:12]2[S:13][C:14]([C:17]([O:19]C)=[O:18])=[CH:15][N:16]=2)(=[O:10])=[O:9])=[CH:4][CH:3]=1.CO.[OH-].[K+].Cl. Product: [CH3:1][C:2]1[CH:7]=[CH:6][C:5]([S:8]([NH:11][C:12]2[S:13][C:14]([C:17]([OH:19])=[O:18])=[CH:15][N:16]=2)(=[O:9])=[O:10])=[CH:4][CH:3]=1. The catalyst class is: 6. (3) Reactant: [CH2:1]([O:15][C:16]1[O:20][C:19]([C:21]([OH:23])=[O:22])=[CH:18][CH:17]=1)[CH2:2][CH2:3][CH2:4][CH2:5][CH2:6][CH2:7][CH2:8][CH2:9][CH2:10][CH2:11][CH2:12][CH2:13][CH3:14].C1(N=C=NC2CCCCC2)CCCCC1.[F:39][C:40]([F:44])([F:43])[CH2:41]O.CCOC(C)=O. The catalyst class is: 2. Product: [CH2:1]([O:15][C:16]1[O:20][C:19]([C:21]([O:23][CH2:41][C:40]([F:44])([F:43])[F:39])=[O:22])=[CH:18][CH:17]=1)[CH2:2][CH2:3][CH2:4][CH2:5][CH2:6][CH2:7][CH2:8][CH2:9][CH2:10][CH2:11][CH2:12][CH2:13][CH3:14]. (4) Reactant: [NH:1]1[CH2:4][CH2:3][CH2:2]1.[Br:5][C:6]1[S:10][C:9]([S:11](Cl)(=[O:13])=[O:12])=[CH:8][CH:7]=1. Product: [Br:5][C:6]1[S:10][C:9]([S:11]([N:1]2[CH2:4][CH2:3][CH2:2]2)(=[O:13])=[O:12])=[CH:8][CH:7]=1. The catalyst class is: 2.